From a dataset of Full USPTO retrosynthesis dataset with 1.9M reactions from patents (1976-2016). Predict the reactants needed to synthesize the given product. (1) Given the product [CH:6]([N-:9][CH:10]([CH3:12])[CH3:11])([CH3:8])[CH3:7].[Li+:1].[Cl:43][CH2:44][C:38]([C@H:36]1[CH2:37][C@@H:35]1[C:30]1[CH:29]=[C:28]([N:24]2[C:25]([CH3:27])=[N:26][C:22]([CH3:21])=[N:23]2)[N:33]=[C:32]([CH3:34])[N:31]=1)=[O:40], predict the reactants needed to synthesize it. The reactants are: [Li+:1].CCC[CH2-].[CH:6]([NH:9][CH:10]([CH3:12])[CH3:11])([CH3:8])[CH3:7].C([N-]C(C)C)(C)C.[Li+].[CH3:21][C:22]1[N:26]=[C:25]([CH3:27])[N:24]([C:28]2[N:33]=[C:32]([CH3:34])[N:31]=[C:30]([C@@H:35]3[CH2:37][C@H:36]3[C:38]([O:40]CC)=O)[CH:29]=2)[N:23]=1.[Cl:43][CH2:44]I. (2) Given the product [C:22]([C:21]1[C:20]([CH3:19])=[N:1][N:2]2[C:6]([CH2:7][CH3:8])=[CH:5][CH:4]=[C:3]2[C:9]=1[C:11]1[CH:12]=[C:13]([CH:16]=[CH:17][CH:18]=1)[C:14]#[N:15])(=[O:24])[CH3:23], predict the reactants needed to synthesize it. The reactants are: [NH2:1][N:2]1[C:6]([CH2:7][CH3:8])=[CH:5][CH:4]=[C:3]1[C:9]([C:11]1[CH:12]=[C:13]([CH:16]=[CH:17][CH:18]=1)[C:14]#[N:15])=O.[CH3:19][C:20](=O)[CH2:21][C:22](=[O:24])[CH3:23].O.C1(C)C=CC(S(O)(=O)=O)=CC=1. (3) Given the product [NH:68]([CH2:50][CH2:49][CH2:48][CH2:47][NH:52][C:27]([C@@H:19]([NH:18][C:1]([CH2:91][CH2:92][C:93]([OH:95])=[O:94])=[O:3])[CH2:20][C:21]1[CH:22]=[CH:23][CH:24]=[CH:25][CH:26]=1)=[O:29])[C:67]([NH2:66])=[NH:81], predict the reactants needed to synthesize it. The reactants are: [C:1]([NH:18][C@H:19]([C:27]([OH:29])=O)[CH2:20][C:21]1[CH:26]=[CH:25][CH:24]=[CH:23][CH:22]=1)([O:3]CC1C2C(=CC=CC=2)C2C1=CC=CC=2)=O.C(N(CC)CC)C.CN(C(ON1N=[N:52][C:47]2[CH:48]=[CH:49][CH:50]=CC1=2)=[N+](C)C)C.[B-](F)(F)(F)F.C(OC([NH:66][C:67](=[NH:81])[N:68](C(OC(C)(C)C)=O)CCCCN)=O)(C)(C)C.NCC1CCNCC1.C1(=O)[O:95][C:93](=[O:94])[CH2:92][CH2:91]1.C(O)(C(F)(F)F)=O.